This data is from Full USPTO retrosynthesis dataset with 1.9M reactions from patents (1976-2016). The task is: Predict the reactants needed to synthesize the given product. Given the product [NH2:1][C:2]1[CH:26]=[C:25]([F:27])[CH:24]=[CH:23][C:3]=1[NH:4][C:5]1[CH:22]=[CH:21][C:8]2[C:9](=[O:20])[C:10]3[CH:17]=[C:16]([OH:18])[CH:15]=[CH:14][C:11]=3[CH2:12][CH2:13][C:7]=2[CH:6]=1, predict the reactants needed to synthesize it. The reactants are: [NH2:1][C:2]1[CH:26]=[C:25]([F:27])[CH:24]=[CH:23][C:3]=1[NH:4][C:5]1[CH:22]=[CH:21][C:8]2[C:9](=[O:20])[C:10]3[CH:17]=[C:16]([O:18]C)[CH:15]=[CH:14][C:11]=3[CH2:12][CH2:13][C:7]=2[CH:6]=1.Br.